From a dataset of Rat liver microsome stability data. Regression/Classification. Given a drug SMILES string, predict its absorption, distribution, metabolism, or excretion properties. Task type varies by dataset: regression for continuous measurements (e.g., permeability, clearance, half-life) or binary classification for categorical outcomes (e.g., BBB penetration, CYP inhibition). Dataset: rlm. The molecule is CC[C@@H](CC(=O)NCC1CCCCC1)n1c(N)nc2cc(Cl)ccc21. The result is 1 (stable in rat liver microsomes).